This data is from KCNQ2 potassium channel screen with 302,405 compounds. The task is: Binary Classification. Given a drug SMILES string, predict its activity (active/inactive) in a high-throughput screening assay against a specified biological target. The drug is O(C(=O)C=1C(n2[nH]nnc2=NC1C)c1c(OC)c(OC)c(OC)cc1)CCCCC. The result is 0 (inactive).